From a dataset of Peptide-MHC class I binding affinity with 185,985 pairs from IEDB/IMGT. Regression. Given a peptide amino acid sequence and an MHC pseudo amino acid sequence, predict their binding affinity value. This is MHC class I binding data. (1) The peptide sequence is NSEYIESKAK. The MHC is HLA-A68:01 with pseudo-sequence HLA-A68:01. The binding affinity (normalized) is 0.229. (2) The peptide sequence is AAVDLSHFL. The MHC is HLA-A29:02 with pseudo-sequence HLA-A29:02. The binding affinity (normalized) is 0. (3) The peptide sequence is SPYYRNSVA. The MHC is HLA-B08:01 with pseudo-sequence HLA-B08:01. The binding affinity (normalized) is 0.565. (4) The peptide sequence is HAEQGLIQY. The MHC is HLA-B46:01 with pseudo-sequence HLA-B46:01. The binding affinity (normalized) is 0.0847.